This data is from NCI-60 drug combinations with 297,098 pairs across 59 cell lines. The task is: Regression. Given two drug SMILES strings and cell line genomic features, predict the synergy score measuring deviation from expected non-interaction effect. (1) Synergy scores: CSS=-2.57, Synergy_ZIP=-3.79, Synergy_Bliss=-16.3, Synergy_Loewe=-25.6, Synergy_HSA=-17.7. Drug 1: CN(C)C1=NC(=NC(=N1)N(C)C)N(C)C. Drug 2: CC12CCC3C(C1CCC2OP(=O)(O)O)CCC4=C3C=CC(=C4)OC(=O)N(CCCl)CCCl.[Na+]. Cell line: UO-31. (2) Cell line: MDA-MB-231. Drug 1: CC1=C2C(C(=O)C3(C(CC4C(C3C(C(C2(C)C)(CC1OC(=O)C(C(C5=CC=CC=C5)NC(=O)OC(C)(C)C)O)O)OC(=O)C6=CC=CC=C6)(CO4)OC(=O)C)OC)C)OC. Synergy scores: CSS=25.8, Synergy_ZIP=-2.31, Synergy_Bliss=-6.07, Synergy_Loewe=-22.1, Synergy_HSA=-5.10. Drug 2: CC1C(C(CC(O1)OC2CC(OC(C2O)C)OC3=CC4=CC5=C(C(=O)C(C(C5)C(C(=O)C(C(C)O)O)OC)OC6CC(C(C(O6)C)O)OC7CC(C(C(O7)C)O)OC8CC(C(C(O8)C)O)(C)O)C(=C4C(=C3C)O)O)O)O. (3) Drug 1: C1CC(=O)NC(=O)C1N2CC3=C(C2=O)C=CC=C3N. Drug 2: C1C(C(OC1N2C=NC3=C2NC=NCC3O)CO)O. Cell line: NCIH23. Synergy scores: CSS=2.50, Synergy_ZIP=-1.38, Synergy_Bliss=-1.98, Synergy_Loewe=1.07, Synergy_HSA=-0.982. (4) Drug 1: CC1=C(C=C(C=C1)NC(=O)C2=CC=C(C=C2)CN3CCN(CC3)C)NC4=NC=CC(=N4)C5=CN=CC=C5. Drug 2: C1CN1C2=NC(=NC(=N2)N3CC3)N4CC4. Cell line: SK-MEL-5. Synergy scores: CSS=42.8, Synergy_ZIP=-5.06, Synergy_Bliss=-1.65, Synergy_Loewe=-15.8, Synergy_HSA=0.341. (5) Drug 1: C1C(C(OC1N2C=NC3=C2NC=NCC3O)CO)O. Drug 2: CCC1(C2=C(COC1=O)C(=O)N3CC4=CC5=C(C=CC(=C5CN(C)C)O)N=C4C3=C2)O.Cl. Cell line: OVCAR-5. Synergy scores: CSS=9.88, Synergy_ZIP=-6.71, Synergy_Bliss=-4.37, Synergy_Loewe=-18.0, Synergy_HSA=-3.95. (6) Drug 1: CCC1(CC2CC(C3=C(CCN(C2)C1)C4=CC=CC=C4N3)(C5=C(C=C6C(=C5)C78CCN9C7C(C=CC9)(C(C(C8N6C=O)(C(=O)OC)O)OC(=O)C)CC)OC)C(=O)OC)O.OS(=O)(=O)O. Drug 2: C1CN(P(=O)(OC1)NCCCl)CCCl. Cell line: KM12. Synergy scores: CSS=7.67, Synergy_ZIP=-9.88, Synergy_Bliss=-10.7, Synergy_Loewe=-42.0, Synergy_HSA=-10.8. (7) Drug 1: CC12CCC3C(C1CCC2O)C(CC4=C3C=CC(=C4)O)CCCCCCCCCS(=O)CCCC(C(F)(F)F)(F)F. Drug 2: CC(C)CN1C=NC2=C1C3=CC=CC=C3N=C2N. Cell line: OVCAR3. Synergy scores: CSS=-0.591, Synergy_ZIP=3.78, Synergy_Bliss=4.48, Synergy_Loewe=-3.72, Synergy_HSA=-1.71. (8) Drug 2: CS(=O)(=O)C1=CC(=C(C=C1)C(=O)NC2=CC(=C(C=C2)Cl)C3=CC=CC=N3)Cl. Cell line: OVCAR-4. Synergy scores: CSS=7.09, Synergy_ZIP=-1.98, Synergy_Bliss=3.54, Synergy_Loewe=2.03, Synergy_HSA=2.94. Drug 1: CNC(=O)C1=CC=CC=C1SC2=CC3=C(C=C2)C(=NN3)C=CC4=CC=CC=N4. (9) Drug 1: C1CCN(CC1)CCOC2=CC=C(C=C2)C(=O)C3=C(SC4=C3C=CC(=C4)O)C5=CC=C(C=C5)O. Cell line: SK-OV-3. Drug 2: CCC1(CC2CC(C3=C(CCN(C2)C1)C4=CC=CC=C4N3)(C5=C(C=C6C(=C5)C78CCN9C7C(C=CC9)(C(C(C8N6C)(C(=O)OC)O)OC(=O)C)CC)OC)C(=O)OC)O.OS(=O)(=O)O. Synergy scores: CSS=34.2, Synergy_ZIP=0.817, Synergy_Bliss=2.63, Synergy_Loewe=-6.04, Synergy_HSA=3.09.